From a dataset of Blood-brain barrier permeability classification from the B3DB database. Regression/Classification. Given a drug SMILES string, predict its absorption, distribution, metabolism, or excretion properties. Task type varies by dataset: regression for continuous measurements (e.g., permeability, clearance, half-life) or binary classification for categorical outcomes (e.g., BBB penetration, CYP inhibition). Dataset: b3db_classification. (1) The molecule is O=C(NC[C@@H]1CCCCN1)c1cc(OCC(F)(F)F)ccc1OCC(F)(F)F. The result is 1 (penetrates BBB). (2) The molecule is CC(C)(C)C(=O)SCC(=O)C1(O)CCC2C3CCC4=CC(=O)CCC4(C)C3C(O)CC21C. The result is 1 (penetrates BBB). (3) The molecule is COc1ccc(CCOC2CCCCC2N2CCC(O)C2)cc1OC. The result is 0 (does not penetrate BBB).